Task: Predict the reactants needed to synthesize the given product.. Dataset: Full USPTO retrosynthesis dataset with 1.9M reactions from patents (1976-2016) (1) Given the product [C:33]1([CH3:39])[CH:34]=[CH:35][CH:36]=[C:37]([O:1][CH:2]([C:4]2[CH:12]=[CH:11][C:7]([C:8]([O:10][CH3:13])=[O:9])=[CH:6][CH:5]=2)[CH3:3])[CH:32]=1, predict the reactants needed to synthesize it. The reactants are: [OH:1][CH:2]([C:4]1[CH:12]=[CH:11][C:7]([C:8]([O-:10])=[O:9])=[CH:6][CH:5]=1)[CH3:3].[C:13]1(P(C2C=CC=CC=2)C2C=CC=CC=2)C=CC=CC=1.[CH:32]1[C:37](O)=[CH:36][CH:35]=[CH:34][C:33]=1[CH3:39].CC(OC(/N=N/C(OC(C)C)=O)=O)C. (2) Given the product [C:27]([C:29]1([C:32]([O:20]/[N:19]=[C:17](\[NH2:18])/[C:16]2[CH:21]=[CH:22][CH:23]=[C:14]([CH2:13][CH2:12][C:11]3[CH:24]=[CH:25][CH:26]=[C:9]([CH2:8][CH2:7][CH:1]4[CH2:2][CH2:3][CH2:4][CH2:5][CH2:6]4)[CH:10]=3)[CH:15]=2)=[O:33])[CH2:31][CH2:30]1)#[N:28], predict the reactants needed to synthesize it. The reactants are: [CH:1]1([CH2:7][CH2:8][C:9]2[CH:10]=[C:11]([CH:24]=[CH:25][CH:26]=2)[CH2:12][CH2:13][C:14]2[CH:15]=[C:16]([CH:21]=[CH:22][CH:23]=2)/[C:17](=[N:19]/[OH:20])/[NH2:18])[CH2:6][CH2:5][CH2:4][CH2:3][CH2:2]1.[C:27]([C:29]1([C:32](O)=[O:33])[CH2:31][CH2:30]1)#[N:28]. (3) The reactants are: C(N(CC)CC)C.CS(O)(=O)=O.[C:13]1(=O)[O:18][C:16](=[O:17])[CH:15]=[CH:14]1.[NH2:20][C:21]1[CH:29]=[CH:28][C:24]([C:25]([OH:27])=[O:26])=[CH:23][CH:22]=1. Given the product [C:13]1(=[O:18])[N:20]([C:21]2[CH:29]=[CH:28][C:24]([C:25]([OH:27])=[O:26])=[CH:23][CH:22]=2)[C:16](=[O:17])[CH:15]=[CH:14]1, predict the reactants needed to synthesize it.